Dataset: NCI-60 drug combinations with 297,098 pairs across 59 cell lines. Task: Regression. Given two drug SMILES strings and cell line genomic features, predict the synergy score measuring deviation from expected non-interaction effect. (1) Drug 1: C1=NC2=C(N1)C(=S)N=C(N2)N. Drug 2: C1=CN(C=N1)CC(O)(P(=O)(O)O)P(=O)(O)O. Cell line: A498. Synergy scores: CSS=17.7, Synergy_ZIP=-4.37, Synergy_Bliss=1.37, Synergy_Loewe=-3.05, Synergy_HSA=0.778. (2) Drug 1: CC1=C(C(CCC1)(C)C)C=CC(=CC=CC(=CC(=O)O)C)C. Drug 2: C1=NC(=NC(=O)N1C2C(C(C(O2)CO)O)O)N. Cell line: SF-295. Synergy scores: CSS=11.3, Synergy_ZIP=-3.40, Synergy_Bliss=-2.02, Synergy_Loewe=-10.8, Synergy_HSA=-3.39. (3) Drug 1: C1=C(C(=O)NC(=O)N1)N(CCCl)CCCl. Drug 2: C1CN(P(=O)(OC1)NCCCl)CCCl. Cell line: HCT-15. Synergy scores: CSS=21.0, Synergy_ZIP=-2.77, Synergy_Bliss=0.327, Synergy_Loewe=-11.7, Synergy_HSA=-0.490. (4) Drug 1: C1CCC(CC1)NC(=O)N(CCCl)N=O. Drug 2: COC1=C2C(=CC3=C1OC=C3)C=CC(=O)O2. Cell line: SK-MEL-2. Synergy scores: CSS=-1.53, Synergy_ZIP=-5.52, Synergy_Bliss=-6.82, Synergy_Loewe=-7.93, Synergy_HSA=-7.99. (5) Cell line: COLO 205. Drug 1: C1CC(=O)NC(=O)C1N2CC3=C(C2=O)C=CC=C3N. Drug 2: CS(=O)(=O)OCCCCOS(=O)(=O)C. Synergy scores: CSS=23.3, Synergy_ZIP=-0.0991, Synergy_Bliss=2.20, Synergy_Loewe=1.55, Synergy_HSA=0.900.